From a dataset of Catalyst prediction with 721,799 reactions and 888 catalyst types from USPTO. Predict which catalyst facilitates the given reaction. (1) Reactant: [S:1]1[C:5]([NH2:6])=[N:4][CH:3]=[N:2]1.C(N(CC)CC)C.[Cl:14][CH2:15][C:16](Cl)=[O:17]. Product: [Cl:14][CH2:15][C:16]([NH:6][C:5]1[S:1][N:2]=[CH:3][N:4]=1)=[O:17]. The catalyst class is: 4. (2) The catalyst class is: 9. Reactant: [CH2:1]([N:8]1[C:17](=[O:18])[C:16]2[C:11](=[CH:12][C:13]([O:20][CH3:21])=[C:14]([OH:19])[CH:15]=2)[N:10]=[CH:9]1)[C:2]1[CH:7]=[CH:6][CH:5]=[CH:4][CH:3]=1.C1(C)C=CC(S(O[CH2:32][CH2:33][Cl:34])(=O)=O)=CC=1.C(=O)([O-])[O-].[K+].[K+].O. Product: [CH2:1]([N:8]1[C:17](=[O:18])[C:16]2[C:11](=[CH:12][C:13]([O:20][CH3:21])=[C:14]([O:19][CH2:32][CH2:33][Cl:34])[CH:15]=2)[N:10]=[CH:9]1)[C:2]1[CH:3]=[CH:4][CH:5]=[CH:6][CH:7]=1. (3) Reactant: C([NH:5][C:6]1[C:15]2[CH:14]=[CH:13][CH:12]=[C:11]([C:16]([OH:18])=[O:17])[C:10]=2[CH:9]=[CH:8][N:7]=1)(C)(C)C.[ClH:19]. Product: [ClH:19].[NH2:5][C:6]1[C:15]2[CH:14]=[CH:13][CH:12]=[C:11]([C:16]([OH:18])=[O:17])[C:10]=2[CH:9]=[CH:8][N:7]=1. The catalyst class is: 6. (4) Reactant: [C:1]([NH:9][C:10](=[S:23])[NH:11][C:12]1[N:17]=[C:16]([C:18]([O:20][CH3:21])=[O:19])[CH:15]=[C:14]([Br:22])[CH:13]=1)(=O)[C:2]1C=CC=CC=1.O1CCCC1.[OH-].[K+].Cl.CO. Product: [Br:22][C:14]1[CH:13]=[C:12]([NH:11][C:10]2[S:23][CH:2]=[CH:1][N:9]=2)[N:17]=[C:16]([C:18]([O:20][CH3:21])=[O:19])[CH:15]=1. The catalyst class is: 5.